Dataset: Forward reaction prediction with 1.9M reactions from USPTO patents (1976-2016). Task: Predict the product of the given reaction. (1) The product is: [CH3:17][N:18]1[C:11]([C:12]([F:15])([F:14])[F:13])=[C:5]([C:6]([O:8][CH2:9][CH3:10])=[O:7])[CH:4]=[N:19]1. Given the reactants C(O[CH:4]=[C:5]([C:11](=O)[C:12]([F:15])([F:14])[F:13])[C:6]([O:8][CH2:9][CH3:10])=[O:7])C.[CH3:17][NH:18][NH2:19].C(OCC)(=O)C.CCCCCCC, predict the reaction product. (2) The product is: [CH:21]1[CH:22]=[CH:23][C:24]2[NH:14][C:15]([OH:16])=[C:17]([C:6]3[C:5](=[O:4])[C:13]4[CH:12]=[CH:11][CH:10]=[CH:9][C:8]=4[N:7]=3)[C:19]=2[CH:20]=1. Given the reactants CC([O:4][C:5]1[C:13]2[C:8](=[CH:9][CH:10]=[CH:11][CH:12]=2)[NH:7][CH:6]=1)=O.[NH:14]1[C:24]2[C:19](=[CH:20][CH:21]=[CH:22][CH:23]=2)[C:17](=O)[C:15]1=[O:16].C(=O)([O-])[O-].[Na+].[Na+].O, predict the reaction product. (3) Given the reactants [NH2:1][C:2]1[CH:3]=[C:4]([C@H:9]([CH2:15][NH:16]C(=O)C(F)(F)F)[CH2:10][C:11]([O:13]C)=[O:12])[CH:5]=[CH:6][C:7]=1[Cl:8], predict the reaction product. The product is: [NH2:16][CH2:15][C@@H:9]([C:4]1[CH:5]=[CH:6][C:7]([Cl:8])=[C:2]([NH2:1])[CH:3]=1)[CH2:10][C:11]([OH:13])=[O:12]. (4) Given the reactants [NH2:1][C:2]([N:4]([CH2:17][C:18]([O:20]CC)=O)[C@@H:5]([C:13]([CH3:16])([CH3:15])[CH3:14])[C:6]([O:8][C:9]([CH3:12])([CH3:11])[CH3:10])=[O:7])=[O:3].C(N(CC)CC)C, predict the reaction product. The product is: [O:3]=[C:2]1[NH:1][C:18](=[O:20])[CH2:17][N:4]1[C@@H:5]([C:13]([CH3:16])([CH3:15])[CH3:14])[C:6]([O:8][C:9]([CH3:12])([CH3:11])[CH3:10])=[O:7]. (5) The product is: [NH2:7][C:8]1[N:9]([CH3:26])[C:10](=[O:25])[C:11]([CH3:23])([CH3:24])[C@:12]([C:15]2[CH:20]=[C:19]([NH:37][C:32]3[CH:33]=[CH:34][CH:35]=[CH:36][C:31]=3[O:30][C:29]([F:28])([F:38])[F:39])[CH:18]=[CH:17][C:16]=2[F:22])([CH3:14])[N:13]=1. Given the reactants C(OC(=O)[NH:7][C:8]1[N:9]([CH3:26])[C:10](=[O:25])[C:11]([CH3:24])([CH3:23])[C@:12]([C:15]2[CH:20]=[C:19](Br)[CH:18]=[CH:17][C:16]=2[F:22])([CH3:14])[N:13]=1)(C)(C)C.[F:28][C:29]([F:39])([F:38])[O:30][C:31]1[CH:36]=[CH:35][CH:34]=[CH:33][C:32]=1[NH2:37], predict the reaction product. (6) Given the reactants [CH2:1]([O:8][C@H:9]1[CH2:12][C@H:11]([N:13]2[C:17]3[CH:18]=[C:19]([F:22])[CH:20]=[CH:21][C:16]=3[N:15]=[C:14]2[C@@H:23]([NH2:25])[CH3:24])[CH2:10]1)[C:2]1[CH:7]=[CH:6][CH:5]=[CH:4][CH:3]=1.[NH2:26][C:27]1[C:32]([C:33]#[N:34])=[C:31](Cl)[N:30]=[CH:29][N:28]=1.CCN(C(C)C)C(C)C, predict the reaction product. The product is: [NH2:26][C:27]1[C:32]([C:33]#[N:34])=[C:31]([NH:25][C@H:23]([C:14]2[N:13]([C@H:11]3[CH2:12][C@H:9]([O:8][CH2:1][C:2]4[CH:3]=[CH:4][CH:5]=[CH:6][CH:7]=4)[CH2:10]3)[C:17]3[CH:18]=[C:19]([F:22])[CH:20]=[CH:21][C:16]=3[N:15]=2)[CH3:24])[N:30]=[CH:29][N:28]=1. (7) The product is: [CH3:2][O:3][C:4](=[O:30])[C@@H:5]([NH:8][C:9]([C:11]1[C:12]([CH3:29])=[N:13][C:14]([NH:18][CH2:19][CH2:20][CH2:21][C:22]2[CH:27]=[CH:26][CH:25]=[C:24]([OH:28])[CH:23]=2)=[N:15][C:16]=1[CH3:17])=[O:10])[CH2:6][NH:7][C:41]([N:31]1[C:40]2[C:35](=[CH:36][CH:37]=[CH:38][CH:39]=2)[CH2:34][CH2:33][CH2:32]1)=[O:42]. Given the reactants Cl.[CH3:2][O:3][C:4](=[O:30])[C@@H:5]([NH:8][C:9]([C:11]1[C:12]([CH3:29])=[N:13][C:14]([NH:18][CH2:19][CH2:20][CH2:21][C:22]2[CH:27]=[CH:26][CH:25]=[C:24]([OH:28])[CH:23]=2)=[N:15][C:16]=1[CH3:17])=[O:10])[CH2:6][NH2:7].[N:31]1([C:41](Cl)=[O:42])[C:40]2[C:35](=[CH:36][CH:37]=[CH:38][CH:39]=2)[CH2:34][CH2:33][CH2:32]1.C(N(CC)CC)C.CN(C=O)C, predict the reaction product. (8) Given the reactants [O:1]1[C@@H:6]([CH2:7][N:8]2[CH2:13][CH2:12][N:11]([C:14]3[C:19]([CH2:20][O:21][CH2:22][CH2:23]O)=[CH:18][CH:17]=[CH:16][N:15]=3)[CH2:10][CH2:9]2)[CH2:5][O:4][C:3]2[CH:25]=[CH:26][CH:27]=[CH:28][C:2]1=2.C(Cl)Cl.CCN(S(F)(F)[F:38])CC.C([O-])([O-])=O.[Na+].[Na+], predict the reaction product. The product is: [O:1]1[C@@H:6]([CH2:7][N:8]2[CH2:13][CH2:12][N:11]([C:14]3[C:19]([CH2:20][O:21][CH2:22][CH2:23][F:38])=[CH:18][CH:17]=[CH:16][N:15]=3)[CH2:10][CH2:9]2)[CH2:5][O:4][C:3]2[CH:25]=[CH:26][CH:27]=[CH:28][C:2]1=2. (9) Given the reactants [CH2:1]([O:3][C:4]([C:6]1[NH:7][C:8]2[C:13]([CH:14]=1)=[C:12]([CH3:15])[CH:11]=[CH:10][C:9]=2[CH3:16])=[O:5])[CH3:2].[C:17]([O:21][C:22]([N:24]1[CH2:28][C@H:27]([CH3:29])OS1(=O)=O)=[O:23])([CH3:20])([CH3:19])[CH3:18], predict the reaction product. The product is: [CH2:1]([O:3][C:4]([C:6]1[N:7]([C@H:27]([CH3:29])[CH2:28][NH:24][C:22]([O:21][C:17]([CH3:20])([CH3:19])[CH3:18])=[O:23])[C:8]2[C:13]([CH:14]=1)=[C:12]([CH3:15])[CH:11]=[CH:10][C:9]=2[CH3:16])=[O:5])[CH3:2].